From a dataset of Forward reaction prediction with 1.9M reactions from USPTO patents (1976-2016). Predict the product of the given reaction. (1) Given the reactants Br[C:2]1[CH:3]=[C:4]2[C:9](=[CH:10][CH:11]=1)[N:8]=[CH:7][N:6]=[C:5]2[N:12]1[CH2:17][CH2:16][O:15][CH2:14][CH2:13]1.B1(B2OC(C)(C)C(C)(C)O2)OC(C)(C)C(C)(C)O1.C([O-])(=O)C.[K+].Br[C:42]1[CH:43]=[C:44]([NH:48][S:49]([CH:52]2[CH2:57][CH2:56][NH:55][CH2:54][CH2:53]2)(=[O:51])=[O:50])[CH:45]=[N:46][CH:47]=1.C(=O)([O-])[O-].[K+].[K+], predict the reaction product. The product is: [N:12]1([C:5]2[C:4]3[C:9](=[CH:10][CH:11]=[C:2]([C:42]4[CH:43]=[C:44]([NH:48][S:49]([CH:52]5[CH2:57][CH2:56][NH:55][CH2:54][CH2:53]5)(=[O:51])=[O:50])[CH:45]=[N:46][CH:47]=4)[CH:3]=3)[N:8]=[CH:7][N:6]=2)[CH2:17][CH2:16][O:15][CH2:14][CH2:13]1. (2) Given the reactants [OH-:1].[Na+].Cl.[NH2:4]O.[CH3:6][CH:7]([C:13]([C:15]([F:18])([F:17])[F:16])=[O:14])[C:8](OCC)=[O:9].Cl, predict the reaction product. The product is: [F:16][C:15]([F:18])([F:17])[C:13](=[O:14])[CH:7]([CH3:6])[C:8]([NH:4][OH:1])=[O:9]. (3) The product is: [Cl:8][C:6]1[N:5]=[C:4]([CH2:9][C:10]([F:13])([F:12])[F:11])[N:3]=[C:2]([N:19]2[CH2:20][C@@H:15]3[CH2:21][C@H:18]2[CH2:17][O:16]3)[CH:7]=1. Given the reactants Cl[C:2]1[CH:7]=[C:6]([Cl:8])[N:5]=[C:4]([CH2:9][C:10]([F:13])([F:12])[F:11])[N:3]=1.Cl.[C@H:15]12[CH2:21][C@H:18]([NH:19][CH2:20]1)[CH2:17][O:16]2.C(N(CC)C(C)C)(C)C, predict the reaction product.